This data is from Reaction yield outcomes from USPTO patents with 853,638 reactions. The task is: Predict the reaction yield, written as a fraction of the theoretical maximum amount of product (1.0 means a 100% yield; for example, 0.34 means a 34% yield). (1) No catalyst specified. The yield is 0.470. The product is [F:38][C:19]([F:18])([F:37])[O:20][C:21]1[CH:22]=[CH:23][C:24]([O:25][CH:26]2[CH2:31][CH2:30][N:29]([CH2:32][CH2:33][O:34][CH2:2][C:3]([NH:5][C@@H:6]3[CH2:11][O:10][C:9]4=[N:12][C:13]([N+:15]([O-:17])=[O:16])=[CH:14][N:8]4[CH2:7]3)=[O:4])[CH2:28][CH2:27]2)=[CH:35][CH:36]=1. The reactants are Cl[CH2:2][C:3]([NH:5][C@@H:6]1[CH2:11][O:10][C:9]2=[N:12][C:13]([N+:15]([O-:17])=[O:16])=[CH:14][N:8]2[CH2:7]1)=[O:4].[F:18][C:19]([F:38])([F:37])[O:20][C:21]1[CH:36]=[CH:35][C:24]([O:25][CH:26]2[CH2:31][CH2:30][N:29]([CH2:32][CH2:33][OH:34])[CH2:28][CH2:27]2)=[CH:23][CH:22]=1. (2) The reactants are [CH3:1][C:2]([CH3:9])([CH2:7][OH:8])[C:3]([O:5][CH3:6])=[O:4].[C:10]1([CH3:20])[CH:15]=[CH:14][C:13]([S:16](Cl)(=[O:18])=[O:17])=[CH:12][CH:11]=1.N1C=CC=CC=1. The catalyst is CN(C)C1C=CN=CC=1.C1(C)C=CC=CC=1. The product is [CH3:1][C:2]([CH3:9])([CH2:7][O:8][S:16]([C:13]1[CH:14]=[CH:15][C:10]([CH3:20])=[CH:11][CH:12]=1)(=[O:18])=[O:17])[C:3]([O:5][CH3:6])=[O:4]. The yield is 1.00. (3) The reactants are C[CH2:2][N:3]=[C:4]=NCCCN(C)C.Cl.[NH2:13][C:14]1[C:22]([N+:23]([O-:25])=[O:24])=[CH:21][CH:20]=[CH:19][C:15]=1[C:16](O)=[O:17].CNC.C1COCC1. The catalyst is ClCCl.ON1C2C=CC=CC=2N=N1. The product is [NH2:13][C:14]1[C:22]([N+:23]([O-:25])=[O:24])=[CH:21][CH:20]=[CH:19][C:15]=1[C:16]([N:3]([CH3:4])[CH3:2])=[O:17]. The yield is 1.00.